From a dataset of Reaction yield outcomes from USPTO patents with 853,638 reactions. Predict the reaction yield, written as a fraction of the theoretical maximum amount of product (1.0 means a 100% yield; for example, 0.34 means a 34% yield). (1) The product is [Cl:20][C:19]([Cl:22])([Cl:21])[CH2:18][O:17][C:15](=[O:16])[NH:11][C:7]1[N:8]([CH3:10])[N:9]=[C:5]([C:1]([CH3:4])([CH3:2])[CH3:3])[CH:6]=1. The catalyst is CCOC(C)=O. The yield is 0.860. The reactants are [C:1]([C:5]1[CH:6]=[C:7]([NH2:11])[N:8]([CH3:10])[N:9]=1)([CH3:4])([CH3:3])[CH3:2].[OH-].[Na+].Cl[C:15]([O:17][CH2:18][C:19]([Cl:22])([Cl:21])[Cl:20])=[O:16]. (2) The yield is 0.240. The reactants are [CH2:1]([O:3][P:4]([CH2:9][CH2:10]OCC)(=[O:8])[O:5][CH2:6][CH3:7])[CH3:2].[BH4-].[Li+].C[CH2:17][O:18]CC. The catalyst is C1COCC1. The product is [CH2:6]([O:5][P:4]([CH2:9][CH2:10][CH2:17][OH:18])(=[O:8])[O:3][CH2:1][CH3:2])[CH3:7]. (3) The reactants are Br[C:2]1[C:3]([C:29]#[N:30])=[C:4]([CH:26]=[CH:27][CH:28]=1)[O:5][C:6]1[CH:24]=[CH:23][C:9]([C:10]([NH:12][CH:13]2[CH2:18][C:17]([CH3:20])([CH3:19])[NH:16][C:15]([CH3:22])([CH3:21])[CH2:14]2)=[O:11])=[CH:8][C:7]=1[Cl:25].C([Sn](CCCC)(CCCC)[C:36]1[CH:41]=[CH:40][N:39]=[N:38][CH:37]=1)CCC.[Cl-].[Li+]. The catalyst is C1(C)C=CC=CC=1.[Pd](Cl)Cl.C1(P(C2C=CC=CC=2)C2C=CC=CC=2)C=CC=CC=1.C1(P(C2C=CC=CC=2)C2C=CC=CC=2)C=CC=CC=1. The product is [Cl:25][C:7]1[CH:8]=[C:9]([CH:23]=[CH:24][C:6]=1[O:5][C:4]1[CH:26]=[CH:27][CH:28]=[C:2]([C:36]2[CH:41]=[CH:40][N:39]=[N:38][CH:37]=2)[C:3]=1[C:29]#[N:30])[C:10]([NH:12][CH:13]1[CH2:18][C:17]([CH3:20])([CH3:19])[NH:16][C:15]([CH3:22])([CH3:21])[CH2:14]1)=[O:11]. The yield is 0.600. (4) The reactants are C([O:4][C@H:5]1[C@@H:10]([O:11]C(=O)C)[C@H:9]([O:15]C(=O)C)[C@@H:8]([CH2:19][O:20]C(=O)C)[O:7][C@@H:6]1[O:24][C:25]1[CH:30]=[CH:29][C:28]([C:31]2[CH:36]=[CH:35][C:34]([C:37]([O:39][CH3:40])=[O:38])=[CH:33][CH:32]=2)=[CH:27][C:26]=1[Cl:41])(=O)C. The catalyst is CO.C[O-].[Na+]. The product is [Cl:41][C:26]1[CH:27]=[C:28]([C:31]2[CH:36]=[CH:35][C:34]([C:37]([O:39][CH3:40])=[O:38])=[CH:33][CH:32]=2)[CH:29]=[CH:30][C:25]=1[O:24][C@H:6]1[O:7][C@H:8]([CH2:19][OH:20])[C@@H:9]([OH:15])[C@H:10]([OH:11])[C@@H:5]1[OH:4]. The yield is 0.120.